This data is from Peptide-MHC class I binding affinity with 185,985 pairs from IEDB/IMGT. The task is: Regression. Given a peptide amino acid sequence and an MHC pseudo amino acid sequence, predict their binding affinity value. This is MHC class I binding data. (1) The peptide sequence is TVFDYYVL. The MHC is H-2-Kb with pseudo-sequence H-2-Kb. The binding affinity (normalized) is 0.650. (2) The peptide sequence is LVKSYSLIR. The MHC is HLA-A03:01 with pseudo-sequence HLA-A03:01. The binding affinity (normalized) is 0.108.